This data is from Catalyst prediction with 721,799 reactions and 888 catalyst types from USPTO. The task is: Predict which catalyst facilitates the given reaction. (1) Reactant: [O:1]1[C:5]2([CH2:10][CH2:9][C:8]([C:11]3[N:12]=[CH:13][C:14]([NH2:17])=[N:15][CH:16]=3)=[CH:7][CH2:6]2)[O:4][CH2:3][CH2:2]1.[H][H]. Product: [O:4]1[C:5]2([CH2:10][CH2:9][CH:8]([C:11]3[N:12]=[CH:13][C:14]([NH2:17])=[N:15][CH:16]=3)[CH2:7][CH2:6]2)[O:1][CH2:2][CH2:3]1. The catalyst class is: 43. (2) Reactant: [CH2:1]([O:3][C:4]([C@@H:6]1[CH2:15][C@@H:14]2[C@@H:9]([CH2:10][CH2:11][C@H:12]([CH2:16][N:17]3[C:21]([CH3:22])=[C:20]([C:23]([O:25][CH2:26][CH3:27])=[O:24])[N:19]=[CH:18]3)[CH2:13]2)[CH2:8][NH:7]1)=[O:5])[CH3:2].[ClH:28]. Product: [ClH:28].[ClH:28].[CH2:1]([O:3][C:4]([C@@H:6]1[CH2:15][C@@H:14]2[C@@H:9]([CH2:10][CH2:11][C@H:12]([CH2:16][N:17]3[C:21]([CH3:22])=[C:20]([C:23]([O:25][CH2:26][CH3:27])=[O:24])[N:19]=[CH:18]3)[CH2:13]2)[CH2:8][NH:7]1)=[O:5])[CH3:2]. The catalyst class is: 698. (3) Reactant: [CH3:1][NH:2][CH2:3][CH2:4][C@H:5]([O:11][C:12]1[CH:13]=[CH:14][CH:15]=[C:16]2[CH:21]=[CH:20][CH:19]=[CH:18][C:17]=12)[C:6]1[S:10][CH:9]=[CH:8][CH:7]=1.[ClH:22]. Product: [CH3:1][NH:2][CH2:3][CH2:4][C@H:5]([O:11][C:12]1[CH:13]=[CH:14][CH:15]=[C:16]2[CH:21]=[CH:20][CH:19]=[CH:18][C:17]=12)[C:6]1[S:10][CH:9]=[CH:8][CH:7]=1.[ClH:22]. The catalyst class is: 883. (4) Reactant: [C:1]([O:5][C:6](=[O:26])[C:7]1[CH:12]=[CH:11][C:10]([CH2:13][N:14]2[CH:23]=[CH:22][C:21]3[C:16](=[CH:17][C:18](Br)=[CH:19][CH:20]=3)[C:15]2=[O:25])=[CH:9][CH:8]=1)([CH3:4])([CH3:3])[CH3:2].[NH3:27]. Product: [C:1]([O:5][C:6](=[O:26])[C:7]1[CH:12]=[CH:11][C:10]([CH2:13][N:14]2[CH:23]=[CH:22][C:21]3[C:16](=[CH:17][C:18]([NH2:27])=[CH:19][CH:20]=3)[C:15]2=[O:25])=[CH:9][CH:8]=1)([CH3:4])([CH3:3])[CH3:2]. The catalyst class is: 536. (5) Reactant: [N:1]1[CH:6]=[CH:5][CH:4]=[CH:3][C:2]=1[C:7]1[S:8][CH:9]=[C:10]([C:12](OCC)=[O:13])[N:11]=1.CC(C[AlH]CC(C)C)C.C(O)(=O)C.C(C(C(C([O-])=O)O)O)([O-])=O.[K+].[Na+]. Product: [N:1]1[CH:6]=[CH:5][CH:4]=[CH:3][C:2]=1[C:7]1[S:8][CH:9]=[C:10]([CH:12]=[O:13])[N:11]=1. The catalyst class is: 4. (6) Reactant: Cl[C:2]1[C:3]2[C:4](=[N:18][N:19]([CH3:21])[CH:20]=2)[N:5]=[C:6]([C:8]([F:17])([F:16])[C:9]2[CH:14]=[CH:13][C:12]([F:15])=[CH:11][CH:10]=2)[N:7]=1.[NH:22]1[CH:26]=[CH:25][C:24]([NH2:27])=[N:23]1.Cl.O1CCOCC1.O. Product: [F:16][C:8]([F:17])([C:9]1[CH:14]=[CH:13][C:12]([F:15])=[CH:11][CH:10]=1)[C:6]1[N:7]=[C:2]([NH:27][C:24]2[CH:25]=[CH:26][NH:22][N:23]=2)[C:3]2[C:4](=[N:18][N:19]([CH3:21])[CH:20]=2)[N:5]=1. The catalyst class is: 3. (7) Reactant: [OH:1][C:2]1[CH:7]=[C:6]([CH3:8])[C:5]([C:9]2[CH:14]=[CH:13][CH:12]=[C:11]([CH2:15][O:16][C:17]3[CH:22]=[CH:21][C:20]([C:23]4([CH2:27][C:28]([O:30][CH2:31][CH3:32])=[O:29])[CH2:26][O:25][CH2:24]4)=[CH:19][CH:18]=3)[CH:10]=2)=[C:4]([CH3:33])[CH:3]=1.CC1C=CC(S(O[CH2:45][CH:46]2[CH2:51][CH2:50][S:49](=[O:53])(=[O:52])[CH2:48][CH2:47]2)(=O)=O)=CC=1.C(=O)([O-])[O-].[Cs+].[Cs+]. Product: [O:52]=[S:49]1(=[O:53])[CH2:50][CH2:51][CH:46]([CH2:45][O:1][C:2]2[CH:3]=[C:4]([CH3:33])[C:5]([C:9]3[CH:14]=[CH:13][CH:12]=[C:11]([CH2:15][O:16][C:17]4[CH:22]=[CH:21][C:20]([C:23]5([CH2:27][C:28]([O:30][CH2:31][CH3:32])=[O:29])[CH2:24][O:25][CH2:26]5)=[CH:19][CH:18]=4)[CH:10]=3)=[C:6]([CH3:8])[CH:7]=2)[CH2:47][CH2:48]1. The catalyst class is: 3.